Dataset: Forward reaction prediction with 1.9M reactions from USPTO patents (1976-2016). Task: Predict the product of the given reaction. (1) Given the reactants [NH2:17][C:16]1[CH:18]=[CH:19][C:20]([O:22][C:23]([F:24])([F:25])[F:26])=[CH:21][C:15]=1[S:14][S:14][C:15]1[CH:21]=[C:20]([O:22][C:23]([F:26])([F:25])[F:24])[CH:19]=[CH:18][C:16]=1[NH2:17].[O:27]1[CH2:32][C:31](=O)[CH2:30][C:29](=[O:34])[CH2:28]1, predict the reaction product. The product is: [F:26][C:23]([F:24])([F:25])[O:22][C:20]1[CH:19]=[CH:18][C:16]2[NH:17][C:31]3[CH2:32][O:27][CH2:28][C:29](=[O:34])[C:30]=3[S:14][C:15]=2[CH:21]=1. (2) Given the reactants [CH:1]1[C:13]2[CH:12]([CH2:14][O:15][C:16]([NH:18][NH2:19])=[O:17])[C:11]3[C:6](=[CH:7][CH:8]=[CH:9][CH:10]=3)[C:5]=2[CH:4]=[CH:3][CH:2]=1.[C:20]([O-])(O)=[O:21].[Na+].C(Cl)(Cl)=O, predict the reaction product. The product is: [CH:10]1[C:11]2[CH:12]([CH2:14][O:15][C:16]3[O:17][C:20](=[O:21])[NH:19][N:18]=3)[C:13]3[C:5](=[CH:4][CH:3]=[CH:2][CH:1]=3)[C:6]=2[CH:7]=[CH:8][CH:9]=1. (3) The product is: [C:1]([C:3]1[CH:4]=[C:5]([CH:9]=[CH:10][CH:11]=1)[C:6]([NH:25][C:23]1[CH:22]=[N:21][N:20]([CH2:19][C:18]2[C:14]([CH3:13])=[N:15][O:16][C:17]=2[CH3:26])[CH:24]=1)=[O:8])#[N:2]. Given the reactants [C:1]([C:3]1[CH:4]=[C:5]([CH:9]=[CH:10][CH:11]=1)[C:6]([OH:8])=O)#[N:2].Cl.[CH3:13][C:14]1[C:18]([CH2:19][N:20]2[CH:24]=[C:23]([NH2:25])[CH:22]=[N:21]2)=[C:17]([CH3:26])[O:16][N:15]=1, predict the reaction product. (4) Given the reactants CS([O:5][CH:6]1[CH2:11][CH2:10][N:9]([C:12]([O:14][C:15]([CH3:18])([CH3:17])[CH3:16])=[O:13])[CH2:8][CH2:7]1)(=O)=O.C(=O)([O-])[O-].[K+].[K+].CN(C)C=O.[F:30][C:31]1[C:32](O)=[N:33][CH:34]=[CH:35][CH:36]=1, predict the reaction product. The product is: [F:30][C:31]1[C:32]([O:5][CH:6]2[CH2:11][CH2:10][N:9]([C:12]([O:14][C:15]([CH3:18])([CH3:17])[CH3:16])=[O:13])[CH2:8][CH2:7]2)=[N:33][CH:34]=[CH:35][CH:36]=1. (5) The product is: [NH2:14][C:10]1[CH:9]=[C:8]2[C:13](=[CH:12][CH:11]=1)[N:4]([CH2:1][CH3:3])[C:5](=[O:20])[N:6]([CH:18]1[CH2:19][CH2:23]1)[C:7]2=[O:17]. Given the reactants [CH:1]1([N:4]2[C:13]3[C:8](=[CH:9][C:10]([N+:14]([O-])=O)=[CH:11][CH:12]=3)[C:7](=[O:17])[N:6]([CH2:18][CH3:19])[C:5]2=[O:20])[CH2:3]C1.[H][H].[C:23](OCC)(=O)C, predict the reaction product. (6) Given the reactants CO.C([Cl:6])(=O)C.[C:7]([O:11][C:12](=[O:30])[C@@H:13]([NH:22]C(OC(C)(C)C)=O)[CH2:14][C:15]1[CH:20]=[CH:19][C:18]([F:21])=[CH:17][CH:16]=1)([CH3:10])([CH3:9])[CH3:8], predict the reaction product. The product is: [ClH:6].[C:7]([O:11][C:12](=[O:30])[C@@H:13]([NH2:22])[CH2:14][C:15]1[CH:16]=[CH:17][C:18]([F:21])=[CH:19][CH:20]=1)([CH3:10])([CH3:8])[CH3:9]. (7) Given the reactants [CH3:1][C@H:2]1[NH:7][C@@H:6]([CH3:8])[CH2:5][N:4]([C:9]2[CH:10]=[C:11]3[C:16](=[CH:17][C:18]=2[O:19][CH3:20])[N:15]=[N:14][C:13]([C:21]([NH2:23])=[O:22])=[C:12]3[NH:24][C:25]2[CH:30]=[CH:29][C:28]([CH3:31])=[CH:27][C:26]=2[F:32])[CH2:3]1.[C:33](OC(=O)C)(=[O:35])[CH3:34].C(N(CC)CC)C, predict the reaction product. The product is: [C:33]([N:7]1[C@@H:2]([CH3:1])[CH2:3][N:4]([C:9]2[CH:10]=[C:11]3[C:16](=[CH:17][C:18]=2[O:19][CH3:20])[N:15]=[N:14][C:13]([C:21]([NH2:23])=[O:22])=[C:12]3[NH:24][C:25]2[CH:30]=[CH:29][C:28]([CH3:31])=[CH:27][C:26]=2[F:32])[CH2:5][C@H:6]1[CH3:8])(=[O:35])[CH3:34].